This data is from Reaction yield outcomes from USPTO patents with 853,638 reactions. The task is: Predict the reaction yield, written as a fraction of the theoretical maximum amount of product (1.0 means a 100% yield; for example, 0.34 means a 34% yield). (1) The reactants are [H-].[Al+3].[Li+].[H-].[H-].[H-].[CH2:7]([N:14]1[CH2:20][CH2:19][CH2:18][O:17][CH:16]([CH2:21][C:22]2[CH:27]=[CH:26][C:25]([F:28])=[CH:24][CH:23]=2)[C:15]1=O)[C:8]1[CH:13]=[CH:12][CH:11]=[CH:10][CH:9]=1. The catalyst is C1COCC1. The product is [CH2:7]([N:14]1[CH2:20][CH2:19][CH2:18][O:17][CH:16]([CH2:21][C:22]2[CH:23]=[CH:24][C:25]([F:28])=[CH:26][CH:27]=2)[CH2:15]1)[C:8]1[CH:9]=[CH:10][CH:11]=[CH:12][CH:13]=1. The yield is 0.890. (2) The reactants are [Cl-].O[NH3+:3].[C:4](=[O:7])([O-])[OH:5].[Na+].CS(C)=O.[OH:13][C:14]([CH3:53])([CH3:52])[CH:15]([CH3:51])[O:16][C@H:17]1[CH2:22][CH2:21][C@H:20]([N:23]2[C:28](=[O:29])[C:27]([CH2:30][C:31]3[CH:36]=[CH:35][C:34]([C:37]4[C:38]([C:43]#[N:44])=[CH:39][CH:40]=[CH:41][CH:42]=4)=[CH:33][CH:32]=3)=[C:26]([CH2:45][CH2:46][CH3:47])[N:25]3[N:48]=[CH:49][N:50]=[C:24]23)[CH2:19][CH2:18]1. The catalyst is O.C(OCC)(=O)C. The product is [OH:13][C:14]([CH3:52])([CH3:53])[CH:15]([CH3:51])[O:16][C@H:17]1[CH2:22][CH2:21][C@H:20]([N:23]2[C:28](=[O:29])[C:27]([CH2:30][C:31]3[CH:36]=[CH:35][C:34]([C:37]4[CH:42]=[CH:41][CH:40]=[CH:39][C:38]=4[C:43]4[NH:3][C:4](=[O:7])[O:5][N:44]=4)=[CH:33][CH:32]=3)=[C:26]([CH2:45][CH2:46][CH3:47])[N:25]3[N:48]=[CH:49][N:50]=[C:24]23)[CH2:19][CH2:18]1. The yield is 0.580. (3) The reactants are C(N1C=CN=C1)(N1C=CN=C1)=O.[CH:13]1([C:19]2[C:20]3[CH:21]=[CH:22][C:23]([C:43](O)=[O:44])=[CH:24][C:25]=3[N:26]3[CH2:32][C:31]([C:33]([O:35][CH3:36])=[O:34])=[CH:30][C:29]4[CH:37]=[C:38]([O:41][CH3:42])[CH:39]=[CH:40][C:28]=4[C:27]=23)[CH2:18][CH2:17][CH2:16][CH2:15][CH2:14]1.[CH:46]1([S:49]([NH2:52])(=[O:51])=[O:50])[CH2:48][CH2:47]1.C1CCN2C(=NCCC2)CC1. The catalyst is C1COCC1.CCOC(C)=O. The product is [CH:13]1([C:19]2[C:20]3[CH:21]=[CH:22][C:23]([C:43](=[O:44])[NH:52][S:49]([CH:46]4[CH2:48][CH2:47]4)(=[O:51])=[O:50])=[CH:24][C:25]=3[N:26]3[CH2:32][C:31]([C:33]([O:35][CH3:36])=[O:34])=[CH:30][C:29]4[CH:37]=[C:38]([O:41][CH3:42])[CH:39]=[CH:40][C:28]=4[C:27]=23)[CH2:18][CH2:17][CH2:16][CH2:15][CH2:14]1. The yield is 0.890.